From a dataset of Forward reaction prediction with 1.9M reactions from USPTO patents (1976-2016). Predict the product of the given reaction. (1) Given the reactants C[Si]([C:5]#[C:6][C:7]1[CH:12]=[CH:11][CH:10]=[CH:9][C:8]=1[NH:13][C:14]([NH2:16])=[O:15])(C)C.C(=O)([O-])[O-].[K+].[K+].C(Cl)Cl.CO.C(Cl)Cl, predict the reaction product. The product is: [C:6]([C:7]1[CH:12]=[CH:11][CH:10]=[CH:9][C:8]=1[NH:13][C:14]([NH2:16])=[O:15])#[CH:5]. (2) Given the reactants [CH3:1][CH:2]([N:4]1[C:12](/[CH:13]=[CH:14]/[CH:15]([OH:23])[CH2:16][CH:17]([OH:22])[CH2:18][C:19]([O-:21])=[O:20])=[C:11]([C:24]2[CH:25]=[CH:26][C:27]([F:30])=[CH:28][CH:29]=2)[C:10]2[CH:9]=[CH:8][CH:7]=[CH:6][C:5]1=2)[CH3:3].[Na+].C(O)[C@H]1O[C@@H]2O[C@H]3[C@H](O)[C@@H](O)[C@@H](O[C@H]4[C@H](O)[C@@H](O)[C@@H](O[C@H]5[C@H](O)[C@@H](O)[C@@H](O[C@H]6[C@H](O)[C@@H](O)[C@@H](O[C@H]7[C@H](O)[C@@H](O)[C@@H](O[C@H]8[C@H](O)[C@@H](O)[C@@H](O[C@H]1[C@H](O)[C@H]2O)O[C@@H]8CO)O[C@@H]7CO)O[C@@H]6CO)O[C@@H]5CO)O[C@@H]4CO)O[C@@H]3CO, predict the reaction product. The product is: [CH3:3][CH:2]([N:4]1[C:12](/[CH:13]=[CH:14]/[CH:15]([OH:23])[CH2:16][CH:17]([OH:22])[CH2:18][C:19]([OH:21])=[O:20])=[C:11]([C:24]2[CH:29]=[CH:28][C:27]([F:30])=[CH:26][CH:25]=2)[C:10]2[CH:9]=[CH:8][CH:7]=[CH:6][C:5]1=2)[CH3:1].